This data is from Tyrosyl-DNA phosphodiesterase HTS with 341,365 compounds. The task is: Binary Classification. Given a drug SMILES string, predict its activity (active/inactive) in a high-throughput screening assay against a specified biological target. The molecule is S(CC(=O)N\N=C\c1c([N+]([O-])=O)cccc1)c1ncccc1. The result is 0 (inactive).